From a dataset of Forward reaction prediction with 1.9M reactions from USPTO patents (1976-2016). Predict the product of the given reaction. (1) Given the reactants [Br:1][C:2]1[CH:7]=[CH:6][C:5]([C:8]2([C:11]([OH:13])=O)[CH2:10][CH2:9]2)=[CH:4][CH:3]=1.O[N:15]1C2C=CC=CC=2N=[N:16]1.[CH2:24](N(CC)CC)C.Cl.C(N=C=N[CH2:37][CH2:38][CH2:39]N(C)C)C.[C:43](=[O:46])([O-])[OH:44].[Na+], predict the reaction product. The product is: [Br:1][C:2]1[CH:3]=[CH:4][C:5]([C:8]2([C:11]([NH:15][NH:16][C:43]([O:44][C:38]([CH3:37])([CH3:39])[CH3:24])=[O:46])=[O:13])[CH2:9][CH2:10]2)=[CH:6][CH:7]=1. (2) Given the reactants [CH2:1]([O:8][C:9]([NH:11][C@H:12]([C:17]([OH:19])=O)[CH2:13][CH2:14][S:15][CH3:16])=[O:10])[C:2]1[CH:7]=[CH:6][CH:5]=[CH:4][CH:3]=1.Cl.CN(C)CCCN=C=NCC.C1C=CC2N(O)N=NC=2C=1.[C:42]([O:46][C:47](=[O:51])[C@H:48]([CH3:50])[NH2:49])([CH3:45])([CH3:44])[CH3:43], predict the reaction product. The product is: [CH2:1]([O:8][C:9]([NH:11][C@H:12]([C:17]([NH:49][C@H:48]([C:47]([O:46][C:42]([CH3:45])([CH3:44])[CH3:43])=[O:51])[CH3:50])=[O:19])[CH2:13][CH2:14][S:15][CH3:16])=[O:10])[C:2]1[CH:3]=[CH:4][CH:5]=[CH:6][CH:7]=1.